Dataset: Reaction yield outcomes from USPTO patents with 853,638 reactions. Task: Predict the reaction yield, written as a fraction of the theoretical maximum amount of product (1.0 means a 100% yield; for example, 0.34 means a 34% yield). (1) The reactants are [F:1][C:2]1[CH:3]=[N:4][CH:5]=[CH:6][C:7]=1[C:8]1[N:12]([S:13]([C:16]2[CH:17]=[N:18][CH:19]=[CH:20][CH:21]=2)(=[O:15])=[O:14])[CH:11]=[C:10]([CH2:22][N:23](C)[C:24](=O)[O:25][C:26]([CH3:29])(C)C)[CH:9]=1.[C:32]([O:35]CC)(=[O:34])[CH3:33].Cl.C[OH:40]. No catalyst specified. The product is [C:26]([OH:25])(=[O:40])/[CH:29]=[CH:33]/[C:32]([OH:35])=[O:34].[F:1][C:2]1[CH:3]=[N:4][CH:5]=[CH:6][C:7]=1[C:8]1[N:12]([S:13]([C:16]2[CH:17]=[N:18][CH:19]=[CH:20][CH:21]=2)(=[O:15])=[O:14])[CH:11]=[C:10]([CH2:22][NH:23][CH3:24])[CH:9]=1. The yield is 0.720. (2) The reactants are [NH2:1][CH:2]1[NH:6][C:5](=[O:7])[N:4]([CH3:8])[C:3]1=[O:9].[N:10]1[C:17]([Cl:18])=[N:16][C:14](Cl)=[N:13][C:11]=1[Cl:12].C(=O)(O)[O-].[Na+]. The catalyst is C(#N)C. The product is [Cl:12][C:11]1[N:10]=[C:17]([Cl:18])[N:16]=[C:14]([NH:1][CH:2]2[NH:6][C:5](=[O:7])[N:4]([CH3:8])[C:3]2=[O:9])[N:13]=1. The yield is 0.780. (3) The reactants are [CH2:1]([C:8]1[NH:9][C:10](=O)[C:11]2[CH2:17][CH2:16][N:15]([C:18]([O:20][CH2:21][C:22]3[CH:27]=[CH:26][CH:25]=[CH:24][CH:23]=3)=[O:19])[CH2:14][CH2:13][C:12]=2[N:28]=1)[C:2]1[CH:7]=[CH:6][CH:5]=[CH:4][CH:3]=1.CN(C)C1C=CC=CC=1.O=P(Cl)(Cl)[Cl:41]. The catalyst is C(#N)C. The product is [CH2:1]([C:8]1[N:9]=[C:10]([Cl:41])[C:11]2[CH2:17][CH2:16][N:15]([C:18]([O:20][CH2:21][C:22]3[CH:27]=[CH:26][CH:25]=[CH:24][CH:23]=3)=[O:19])[CH2:14][CH2:13][C:12]=2[N:28]=1)[C:2]1[CH:7]=[CH:6][CH:5]=[CH:4][CH:3]=1. The yield is 0.840. (4) The reactants are [NH:1]1[C:9]2[C:4](=[CH:5][CH:6]=[CH:7][CH:8]=2)[C:3]([CH2:10][C@H:11]([NH2:13])[CH3:12])=[CH:2]1.FC(F)(F)S(O[CH2:20][C:21]([F:24])([F:23])[F:22])(=O)=O.C(N(CC)C(C)C)(C)C. The catalyst is O1CCOCC1.O. The product is [NH:1]1[C:9]2[C:4](=[CH:5][CH:6]=[CH:7][CH:8]=2)[C:3]([CH2:10][C@H:11]([NH:13][CH2:20][C:21]([F:24])([F:23])[F:22])[CH3:12])=[CH:2]1. The yield is 0.605. (5) The reactants are C([O:3][C:4](=[O:35])[C:5]([CH3:34])([O:7][C:8]1[CH:13]=[CH:12][C:11]([CH2:14][N:15]([C:17]2[S:21][C:20]([C:22]3[CH:27]=[CH:26][C:25]([C:28]([F:31])([F:30])[F:29])=[CH:24][CH:23]=3)=[N:19][C:18]=2[CH3:32])[CH3:16])=[CH:10][C:9]=1[CH3:33])[CH3:6])C.[OH-].[Na+]. The catalyst is CCO. The product is [CH3:34][C:5]([O:7][C:8]1[CH:13]=[CH:12][C:11]([CH2:14][N:15]([C:17]2[S:21][C:20]([C:22]3[CH:23]=[CH:24][C:25]([C:28]([F:30])([F:31])[F:29])=[CH:26][CH:27]=3)=[N:19][C:18]=2[CH3:32])[CH3:16])=[CH:10][C:9]=1[CH3:33])([CH3:6])[C:4]([OH:35])=[O:3]. The yield is 0.200. (6) The reactants are I[C:2]1[N:3]=[C:4]([C:7]([CH3:10])([CH3:9])[CH3:8])[NH:5][CH:6]=1.[C:11]([O:15][C:16]([CH3:19])([CH3:18])[CH3:17])(=[O:14])[CH:12]=[CH2:13].C1(P(C2C=CC=CC=2)C2C=CC=CC=2)C=CC=CC=1.C(=O)([O-])[O-].[K+].[K+]. The catalyst is C([O-])(=O)C.[Pd+2].C([O-])(=O)C.CN(C=O)C. The product is [C:16]([O:15][C:11](=[O:14])[CH:12]=[CH:13][C:2]1[N:3]=[C:4]([C:7]([CH3:10])([CH3:9])[CH3:8])[NH:5][CH:6]=1)([CH3:19])([CH3:18])[CH3:17]. The yield is 0.260.